Dataset: Full USPTO retrosynthesis dataset with 1.9M reactions from patents (1976-2016). Task: Predict the reactants needed to synthesize the given product. (1) Given the product [C:9]([O:13][C:14](=[O:21])[C@H:15]([CH2:17][CH:18]([CH3:19])[CH3:20])[NH:16][CH:22]=[O:23])([CH3:12])([CH3:11])[CH3:10], predict the reactants needed to synthesize it. The reactants are: C(N(CC)CC)C.Cl.[C:9]([O:13][C:14](=[O:21])[C@H:15]([CH2:17][CH:18]([CH3:20])[CH3:19])[NH2:16])([CH3:12])([CH3:11])[CH3:10].[CH:22](OCC#N)=[O:23]. (2) The reactants are: [NH2:1][CH2:2][C:3]1[CH:16]=[CH:15][CH:14]=[CH:13][C:4]=1[NH:5][CH2:6][C:7]1[CH:12]=[CH:11][CH:10]=[CH:9][CH:8]=1.[C:17](N1C=CN=C1)(N1C=CN=C1)=[O:18].Cl. Given the product [CH2:6]([N:5]1[C:4]2[C:3](=[CH:16][CH:15]=[CH:14][CH:13]=2)[CH2:2][NH:1][C:17]1=[O:18])[C:7]1[CH:12]=[CH:11][CH:10]=[CH:9][CH:8]=1, predict the reactants needed to synthesize it. (3) Given the product [C:16]([O:19][CH:20]1[CH2:31][CH2:30][CH2:29][CH2:28][CH2:27][CH:26]([OH:32])[CH2:25][CH2:24][CH2:23][CH2:22][CH2:21]1)(=[O:18])[CH3:17], predict the reactants needed to synthesize it. The reactants are: C1(O)CCCCCCCCCCCC=C1.[C:16]([O:19][CH:20]1[CH2:31][CH2:30][CH2:29][CH2:28][CH2:27][CH:26]([O:32][Si](CC)(CC)CC)[CH2:25][CH2:24][CH2:23][CH2:22][CH2:21]1)(=[O:18])[CH3:17].[N+](CCCC)(CCCC)(CCCC)CCCC.[F-]. (4) Given the product [N:45]1([C:51]2[N:52]=[C:53]([CH2:58][C:59]([NH:8][C:12]3[CH:11]=[CH:16][CH:15]=[CH:14][CH:13]=3)=[O:60])[NH:54][C:55](=[O:57])[CH:56]=2)[CH2:46][CH2:47][O:48][CH2:49][CH2:50]1, predict the reactants needed to synthesize it. The reactants are: F[P-](F)(F)(F)(F)F.[N:8]1(O[P+](N(C)C)(N(C)C)N(C)C)[C:12]2[CH:13]=[CH:14][CH:15]=[CH:16][C:11]=2N=N1.ON1C2C=CC=CC=2N=N1.NC1C=CC=CC=1.[N:45]1([C:51]2[N:52]=[C:53]([CH2:58][C:59]([O-])=[O:60])[NH:54][C:55](=[O:57])[CH:56]=2)[CH2:50][CH2:49][O:48][CH2:47][CH2:46]1.[Na+]. (5) Given the product [C:1]([CH2:3][C:4]1[S:5][CH:8]=[C:9]([C:11]2[CH:12]=[CH:13][C:14]([S:17]([NH:20][CH2:21][CH2:22][CH:23]([CH3:25])[CH3:24])(=[O:19])=[O:18])=[CH:15][CH:16]=2)[N:6]=1)#[N:2], predict the reactants needed to synthesize it. The reactants are: [C:1]([CH2:3][C:4]([NH2:6])=[S:5])#[N:2].Br[CH2:8][C:9]([C:11]1[CH:16]=[CH:15][C:14]([S:17]([NH:20][CH2:21][CH2:22][CH:23]([CH3:25])[CH3:24])(=[O:19])=[O:18])=[CH:13][CH:12]=1)=O.C(OCC)(=O)C.